Task: Predict the reaction yield, written as a fraction of the theoretical maximum amount of product (1.0 means a 100% yield; for example, 0.34 means a 34% yield).. Dataset: Reaction yield outcomes from USPTO patents with 853,638 reactions (1) The reactants are [C:1]1(=[O:11])[NH:5][C:4](=[O:6])[C:3]2=[CH:7][CH:8]=[CH:9][CH:10]=[C:2]12.[K].Br[CH2:14][CH2:15][CH2:16][C:17]#[N:18].C(OCC)(=O)C. The catalyst is CS(C)=O. The product is [O:6]=[C:4]1[C:3]2[C:2](=[CH:10][CH:9]=[CH:8][CH:7]=2)[C:1](=[O:11])[N:5]1[CH2:14][CH2:15][CH2:16][C:17]#[N:18]. The yield is 0.580. (2) The reactants are C([S:8][C:9]1[CH:18]=[C:17]2[C:12]([C:13]([C:20]3[CH:25]=[C:24]([F:26])[C:23]([CH:27]([F:29])[F:28])=[CH:22][C:21]=3[O:30][CH3:31])=[N:14][C:15]([CH3:19])=[N:16]2)=[CH:11][CH:10]=1)C1C=CC=CC=1.CC(O)=O.[OH2:36].[Cl:37]N1C(C)(C)C(=O)N(Cl)C1=O.[OH2:48]. The catalyst is C(Cl)Cl. The product is [F:28][CH:27]([F:29])[C:23]1[C:24]([F:26])=[CH:25][C:20]([C:13]2[C:12]3[C:17](=[CH:18][C:9]([S:8]([Cl:37])(=[O:48])=[O:36])=[CH:10][CH:11]=3)[N:16]=[C:15]([CH3:19])[N:14]=2)=[C:21]([O:30][CH3:31])[CH:22]=1. The yield is 0.584. (3) The reactants are I[C:2]1[CH:7]=[CH:6][C:5]([O:8][CH3:9])=[C:4]([O:10][CH:11]([CH3:13])[CH3:12])[C:3]=1[S:14][CH2:15][C:16]1[CH:21]=[CH:20][CH:19]=[CH:18][CH:17]=1.[CH:22]#[C:23][CH3:24]. The catalyst is C(N(CC)CC)C.C(OCC)C.[Cu]I. The product is [CH:11]([O:10][C:4]1[C:3]([S:14][CH2:15][C:16]2[CH:21]=[CH:20][CH:19]=[CH:18][CH:17]=2)=[C:2]([C:22]#[C:23][CH3:24])[CH:7]=[CH:6][C:5]=1[O:8][CH3:9])([CH3:13])[CH3:12]. The yield is 0.670. (4) The reactants are [NH2:1][C:2]1[N:7]=[C:6]([NH2:8])[C:5]([CH2:9][C:10]2[CH:23]=[C:22]([O:24][CH3:25])[C:13]([O:14][CH2:15][CH2:16][CH2:17][CH2:18][C:19]([OH:21])=O)=[C:12]([O:26][CH3:27])[CH:11]=2)=[CH:4][N:3]=1.C(Cl)CCl.C1C=CC2N(O)N=NC=2C=1.[CH2:42]([O:44][CH2:45][CH2:46][O:47][CH2:48][CH2:49][NH2:50])[CH3:43].CCN(CC)CC. The catalyst is CCOC(C)=O.CN(C=O)C. The product is [NH2:1][C:2]1[N:7]=[C:6]([NH2:8])[C:5]([CH2:9][C:10]2[CH:11]=[C:12]([O:26][CH3:27])[C:13]([O:14][CH2:15][CH2:16][CH2:17][CH2:18][C:19]([NH:50][CH2:49][CH2:48][O:47][CH2:46][CH2:45][O:44][CH2:42][CH3:43])=[O:21])=[C:22]([O:24][CH3:25])[CH:23]=2)=[CH:4][N:3]=1. The yield is 0.450. (5) The catalyst is O1CCOCC1.[Cu]I.C(OCC)(=O)C. The reactants are Br[C:2]1[C:3]([O:18][CH:19]2[CH2:22][CH2:21][CH2:20]2)=[C:4]2[C:9](=[CH:10][CH:11]=1)[N:8]([C:12]([CH:14]1[CH2:16][CH2:15]1)=[O:13])[C@@H:7]([CH3:17])[CH2:6][CH2:5]2.[NH:23]1[CH:27]=[CH:26][CH:25]=[N:24]1.CN[C@@H]1CCCC[C@H]1NC.C(=O)([O-])[O-].[K+].[K+]. The product is [CH:19]1([O:18][C:3]2[C:2]([N:23]3[CH:27]=[CH:26][CH:25]=[N:24]3)=[CH:11][CH:10]=[C:9]3[C:4]=2[CH2:5][CH2:6][C@H:7]([CH3:17])[N:8]3[C:12]([CH:14]2[CH2:16][CH2:15]2)=[O:13])[CH2:22][CH2:21][CH2:20]1. The yield is 0.130. (6) The reactants are [CH:1]1[C:13]2[C:12]3[CH2:11][CH2:10][N:9]([C:14]([NH:16][C:17]4[CH:18]=[C:19]([CH:23]=[CH:24][CH:25]=4)[C:20]([OH:22])=O)=[O:15])[CH2:8][C:7]=3[CH:6]=[N:5][C:4]=2[NH:3][N:2]=1.[NH:26]1[CH2:31][CH2:30][CH:29]([N:32]2[C:36]3[CH:37]=[CH:38][CH:39]=[CH:40][C:35]=3[NH:34][C:33]2=[O:41])[CH2:28][CH2:27]1.CCN(C(C)C)C(C)C.CN(C(ON1N=NC2C=CC=CC1=2)=[N+](C)C)C.F[P-](F)(F)(F)(F)F.C([O-])(O)=O.[Na+]. The catalyst is CC(N(C)C)=O.CCOC(C)=O. The product is [O:41]=[C:33]1[N:32]([CH:29]2[CH2:28][CH2:27][N:26]([C:20]([C:19]3[CH:18]=[C:17]([NH:16][C:14]([N:9]4[CH2:8][C:7]5[CH:6]=[N:5][C:4]6[NH:3][N:2]=[CH:1][C:13]=6[C:12]=5[CH2:11][CH2:10]4)=[O:15])[CH:25]=[CH:24][CH:23]=3)=[O:22])[CH2:31][CH2:30]2)[C:36]2[CH:37]=[CH:38][CH:39]=[CH:40][C:35]=2[NH:34]1. The yield is 0.270. (7) The reactants are [CH3:1][O:2][C:3]1[CH:12]=[C:11]2[C:6]([CH2:7][CH2:8][C:9]([CH3:18])([C:14]([O:16][CH3:17])=[O:15])[C:10]2=O)=[CH:5][CH:4]=1.C([SiH](CC)CC)C. The catalyst is C(Cl)Cl.FC(F)(F)C(O)=O. The product is [CH3:1][O:2][C:3]1[CH:12]=[C:11]2[C:6]([CH2:7][CH2:8][C:9]([CH3:18])([C:14]([O:16][CH3:17])=[O:15])[CH2:10]2)=[CH:5][CH:4]=1. The yield is 0.880. (8) The reactants are [F:1][C:2]1[C:7]([CH2:8][OH:9])=[CH:6][CH:5]=[C:4]([NH:10][CH2:11][C:12]2[CH:17]=[CH:16][C:15]([O:18][CH3:19])=[CH:14][CH:13]=2)[N:3]=1. The catalyst is C(OCC)(=O)C.[O-2].[Mn+4].[O-2]. The product is [F:1][C:2]1[C:7]([CH:8]=[O:9])=[CH:6][CH:5]=[C:4]([NH:10][CH2:11][C:12]2[CH:17]=[CH:16][C:15]([O:18][CH3:19])=[CH:14][CH:13]=2)[N:3]=1. The yield is 0.990. (9) The reactants are [NH2:1][C:2]1[C:3]2[NH:10][CH:9]=[C:8]([C@H:11]3[C@H:15]([OH:16])[C@H:14]([OH:17])[C@@H:13]([CH2:18][OH:19])[N:12]3C(OC(C)(C)C)=O)[C:4]=2[N:5]=[CH:6][N:7]=1.C. The catalyst is O. The product is [NH2:1][C:2]1[C:3]2[NH:10][CH:9]=[C:8]([C@H:11]3[C@H:15]([OH:16])[C@H:14]([OH:17])[C@@H:13]([CH2:18][OH:19])[NH:12]3)[C:4]=2[N:5]=[CH:6][N:7]=1. The yield is 0.426.